Task: Predict the reactants needed to synthesize the given product.. Dataset: Full USPTO retrosynthesis dataset with 1.9M reactions from patents (1976-2016) (1) Given the product [CH:1]1([CH2:4][O:5][C:6]2[CH:11]=[CH:10][C:9]([C:12]3[O:13][C:14]4[CH:20]=[C:19]([O:21][CH2:22][C@@H:23]([NH:25][C:36](=[O:38])[CH3:37])[CH3:24])[CH:18]=[C:17]([F:33])[C:15]=4[N:16]=3)=[CH:8][C:7]=2[F:34])[CH2:3][CH2:2]1, predict the reactants needed to synthesize it. The reactants are: [CH:1]1([CH2:4][O:5][C:6]2[CH:11]=[CH:10][C:9]([C:12]3[O:13][C:14]4[CH:20]=[C:19]([O:21][CH2:22][C@@H:23]([NH:25]C(=O)OC(C)(C)C)[CH3:24])[CH:18]=[C:17]([F:33])[C:15]=4[N:16]=3)=[CH:8][C:7]=2[F:34])[CH2:3][CH2:2]1.Cl.[C:36](OCC)(=[O:38])[CH3:37]. (2) The reactants are: [OH:1][C:2]1[CH:11]=[C:10]([CH2:12][N:13]2[CH2:18][CH2:17][CH2:16][CH2:15][CH2:14]2)[C:9]([C:19]([F:22])([F:21])[F:20])=[CH:8][C:3]=1[C:4]([O:6][CH3:7])=[O:5].C(=O)([O-])[O-].[Cs+].[Cs+].[CH2:29](Br)[C:30]1[CH:35]=[CH:34][CH:33]=[CH:32][CH:31]=1.C(OCC)(=O)C. Given the product [C:30]1([CH2:29][O:1][C:2]2[CH:11]=[C:10]([CH2:12][N:13]3[CH2:18][CH2:17][CH2:16][CH2:15][CH2:14]3)[C:9]([C:19]([F:22])([F:20])[F:21])=[CH:8][C:3]=2[C:4]([O:6][CH3:7])=[O:5])[CH:35]=[CH:34][CH:33]=[CH:32][CH:31]=1, predict the reactants needed to synthesize it. (3) Given the product [Cl:1][C:2]1[CH:7]=[C:6]([N+:8]([O-:10])=[O:9])[CH:5]=[CH:4][C:3]=1[C:14]1[CH:15]=[CH:16][CH:17]=[CH:18][C:13]=1[F:12], predict the reactants needed to synthesize it. The reactants are: [Cl:1][C:2]1[CH:7]=[C:6]([N+:8]([O-:10])=[O:9])[CH:5]=[CH:4][C:3]=1I.[F:12][C:13]1[CH:18]=[CH:17][CH:16]=[CH:15][C:14]=1B(O)O.C1(C)C=CC=CC=1.C(=O)([O-])[O-].[Na+].[Na+].